Dataset: Reaction yield outcomes from USPTO patents with 853,638 reactions. Task: Predict the reaction yield, written as a fraction of the theoretical maximum amount of product (1.0 means a 100% yield; for example, 0.34 means a 34% yield). (1) The reactants are [Cl:1][C:2]1[CH:3]=[C:4](/[CH:8]=[CH:9]/[CH:10]2[N:15]3[CH2:16][CH2:17][N:18](C(OC(C)(C)C)=O)[CH2:19][C@@H:14]3[CH2:13][CH2:12][CH2:11]2)[CH:5]=[CH:6][CH:7]=1.C(O)(C(F)(F)F)=O. The catalyst is C(Cl)Cl. The product is [Cl:1][C:2]1[CH:3]=[C:4](/[CH:8]=[CH:9]/[CH:10]2[N:15]3[CH2:16][CH2:17][NH:18][CH2:19][C@@H:14]3[CH2:13][CH2:12][CH2:11]2)[CH:5]=[CH:6][CH:7]=1. The yield is 0.850. (2) The reactants are [CH3:1][O:2][C:3]([C:5]1([C:8]2[CH:13]=[CH:12][CH:11]=[CH:10][C:9]=2[C:14]#[C:15][C:16]2[C:21]([C:22]([F:25])([F:24])[F:23])=[CH:20][N:19]=[C:18]([NH:26][C:27]3[CH:32]=[CH:31][C:30]([CH:33]4[CH2:36][N:35]([C:37]([O:39][C:40]([CH3:43])([CH3:42])[CH3:41])=[O:38])[CH2:34]4)=[CH:29][CH:28]=3)[N:17]=2)[CH2:7][CH2:6]1)=[O:4].CCN(CC)CC.[H][H]. The catalyst is CN(C=O)C.CCOC(C)=O.[Pd]. The product is [CH3:1][O:2][C:3]([C:5]1([C:8]2[CH:13]=[CH:12][CH:11]=[CH:10][C:9]=2[CH2:14][CH2:15][C:16]2[C:21]([C:22]([F:23])([F:25])[F:24])=[CH:20][N:19]=[C:18]([NH:26][C:27]3[CH:32]=[CH:31][C:30]([CH:33]4[CH2:34][N:35]([C:37]([O:39][C:40]([CH3:42])([CH3:43])[CH3:41])=[O:38])[CH2:36]4)=[CH:29][CH:28]=3)[N:17]=2)[CH2:6][CH2:7]1)=[O:4]. The yield is 0.990. (3) The reactants are [Cl:1][C:2]1[CH:3]=[C:4]([CH2:13]O)[CH:5]=[N:6][C:7]=1[O:8][CH2:9][CH:10]([F:12])[F:11].[C:15]1(=[O:25])[NH:19][C:18](=[O:20])[C:17]2=[CH:21][CH:22]=[CH:23][CH:24]=[C:16]12.N(C(OC(C)(C)C)=O)=NC(OC(C)(C)C)=O.C1(P(C2C=CC=CC=2)C2C=CC=CC=2)C=CC=CC=1. The catalyst is C1COCC1. The product is [Cl:1][C:2]1[CH:3]=[C:4]([CH2:13][N:19]2[C:15](=[O:25])[C:16]3[C:17](=[CH:21][CH:22]=[CH:23][CH:24]=3)[C:18]2=[O:20])[CH:5]=[N:6][C:7]=1[O:8][CH2:9][CH:10]([F:11])[F:12]. The yield is 0.930. (4) The reactants are Br[C:2]1[C:12]2[O:11][CH2:10][CH2:9][N:8]([C:13]([O:15][C:16]([CH3:19])([CH3:18])[CH3:17])=[O:14])[CH2:7][C:6]=2[CH:5]=[CH:4][CH:3]=1.[CH3:20][C:21]([CH3:26])=[CH:22]B(O)O.C(=O)([O-])[O-].[Na+].[Na+].O. The catalyst is C(COC)OC.C1C=CC([P]([Pd]([P](C2C=CC=CC=2)(C2C=CC=CC=2)C2C=CC=CC=2)([P](C2C=CC=CC=2)(C2C=CC=CC=2)C2C=CC=CC=2)[P](C2C=CC=CC=2)(C2C=CC=CC=2)C2C=CC=CC=2)(C2C=CC=CC=2)C2C=CC=CC=2)=CC=1. The product is [CH3:22][C:21]([CH3:26])=[CH:20][C:2]1[C:12]2[O:11][CH2:10][CH2:9][N:8]([C:13]([O:15][C:16]([CH3:19])([CH3:18])[CH3:17])=[O:14])[CH2:7][C:6]=2[CH:5]=[CH:4][CH:3]=1. The yield is 0.891. (5) The reactants are [OH:1][C@@:2]1([C:9]#[C:10][C:11]2[CH:12]=[C:13]([C:17]3[N:22]=[C:21]([C:23](OC)=[O:24])[CH:20]=[C:19]([N:27]4[C:31]([CH3:32])=[CH:30][CH:29]=[N:28]4)[CH:18]=3)[CH:14]=[CH:15][CH:16]=2)[CH2:6][CH2:5][N:4]([CH3:7])[C:3]1=[O:8].[NH3:33]. No catalyst specified. The product is [OH:1][C@@:2]1([C:9]#[C:10][C:11]2[CH:12]=[C:13]([C:17]3[N:22]=[C:21]([C:23]([NH2:33])=[O:24])[CH:20]=[C:19]([N:27]4[C:31]([CH3:32])=[CH:30][CH:29]=[N:28]4)[CH:18]=3)[CH:14]=[CH:15][CH:16]=2)[CH2:6][CH2:5][N:4]([CH3:7])[C:3]1=[O:8]. The yield is 0.120. (6) The reactants are [Cl:1][C:2]1[CH:3]=[C:4]([C:9](=[O:14])[C:10]([F:13])([F:12])[F:11])[CH:5]=[C:6]([Cl:8])[CH:7]=1.[BH4-].[Na+].[OH-].[Na+].[Cl-].[NH4+]. The catalyst is CO. The product is [Cl:1][C:2]1[CH:3]=[C:4]([CH:9]([OH:14])[C:10]([F:11])([F:12])[F:13])[CH:5]=[C:6]([Cl:8])[CH:7]=1. The yield is 0.790. (7) The reactants are [C:1]1([OH:7])[CH:6]=[CH:5][CH:4]=[CH:3][CH:2]=1.[H-].[Na+].[F:10][C:11]1[CH:16]=[CH:15][C:14]([C:17]2[C:24](=[O:25])[N:20]3[CH2:21][CH2:22][CH2:23][N:19]3[C:18]=2[C:26]2[CH:31]=[CH:30][N:29]=[C:28](S(C)(=O)=O)[N:27]=2)=[CH:13][CH:12]=1. The catalyst is C1COCC1.C([O-])(O)=O.[Na+]. The product is [F:10][C:11]1[CH:16]=[CH:15][C:14]([C:17]2[C:24](=[O:25])[N:20]3[CH2:21][CH2:22][CH2:23][N:19]3[C:18]=2[C:26]2[CH:31]=[CH:30][N:29]=[C:28]([O:7][C:1]3[CH:6]=[CH:5][CH:4]=[CH:3][CH:2]=3)[N:27]=2)=[CH:13][CH:12]=1. The yield is 0.380. (8) The reactants are Br[C:2]1[CH:28]=[CH:27][C:5]([O:6][CH:7]2[CH2:11][CH2:10][N:9]([CH:12]3[CH2:17][CH2:16][N:15]([C:18]4[S:22][N:21]=[C:20]([CH:23]([CH3:25])[CH3:24])[N:19]=4)[CH2:14][CH2:13]3)[C:8]2=[O:26])=[C:4]([F:29])[CH:3]=1.CC1(C)C2C(=C(P(C3C=CC=CC=3)C3C=CC=CC=3)C=CC=2)OC2C(P(C3C=CC=CC=3)C3C=CC=CC=3)=CC=CC1=2.C(N(C(C)C)C(C)C)C.[CH2:81]([SH:83])[CH3:82]. The catalyst is O1CCOCC1.C1C=CC(/C=C/C(/C=C/C2C=CC=CC=2)=O)=CC=1.C1C=CC(/C=C/C(/C=C/C2C=CC=CC=2)=O)=CC=1.C1C=CC(/C=C/C(/C=C/C2C=CC=CC=2)=O)=CC=1.[Pd].[Pd]. The product is [CH2:81]([S:83][C:2]1[CH:28]=[CH:27][C:5]([O:6][CH:7]2[CH2:11][CH2:10][N:9]([CH:12]3[CH2:17][CH2:16][N:15]([C:18]4[S:22][N:21]=[C:20]([CH:23]([CH3:25])[CH3:24])[N:19]=4)[CH2:14][CH2:13]3)[C:8]2=[O:26])=[C:4]([F:29])[CH:3]=1)[CH3:82]. The yield is 0.978. (9) The reactants are [CH3:1][N:2]([CH3:11])[S:3]([N:6]1[CH:10]=[CH:9][CH:8]=[N:7]1)(=[O:5])=[O:4].[CH2:12]([Li])[CH2:13]CC.CCCCCC.ICC.C([O-])(O)=O.[Na+]. The catalyst is C1COCC1. The product is [CH2:12]([C:10]1[N:6]([S:3]([N:2]([CH3:11])[CH3:1])(=[O:4])=[O:5])[N:7]=[CH:8][CH:9]=1)[CH3:13]. The yield is 0.680.